Dataset: Forward reaction prediction with 1.9M reactions from USPTO patents (1976-2016). Task: Predict the product of the given reaction. (1) Given the reactants [CH2:1]([N:3]1[CH:7]=[C:6]([C:8]2[CH:13]=[CH:12][N:11]=[C:10]3[NH:14][CH:15]=[CH:16][C:9]=23)[C:5]([C:17]2[CH:23]=[CH:22][C:20]([NH2:21])=[CH:19][CH:18]=2)=[N:4]1)[CH3:2].[C:24]1([CH2:30][C:31](Cl)=[O:32])[CH:29]=[CH:28][CH:27]=[CH:26][CH:25]=1, predict the reaction product. The product is: [CH2:1]([N:3]1[CH:7]=[C:6]([C:8]2[CH:13]=[CH:12][N:11]=[C:10]3[NH:14][CH:15]=[CH:16][C:9]=23)[C:5]([C:17]2[CH:23]=[CH:22][C:20]([NH:21][C:31](=[O:32])[CH2:30][C:24]3[CH:29]=[CH:28][CH:27]=[CH:26][CH:25]=3)=[CH:19][CH:18]=2)=[N:4]1)[CH3:2]. (2) Given the reactants [Cl:1][C:2]1[N:3]=[N:4][CH:5]=[C:6](Cl)[CH:7]=1.[NH:9]1[CH2:13][CH2:12][C@@H:11]([NH:14][C:15](=[O:21])[O:16][C:17]([CH3:20])([CH3:19])[CH3:18])[CH2:10]1.C(N(CC)CC)C, predict the reaction product. The product is: [Cl:1][C:2]1[N:3]=[N:4][CH:5]=[C:6]([N:9]2[CH2:13][CH2:12][C@@H:11]([NH:14][C:15](=[O:21])[O:16][C:17]([CH3:19])([CH3:18])[CH3:20])[CH2:10]2)[CH:7]=1. (3) Given the reactants [CH3:1][C:2]1[CH:7]=[CH:6][N:5]=[CH:4][C:3]=1[N:8]1[CH2:12][CH2:11][NH:10][C:9]1=[O:13].Br[C:15]1[CH:20]=[CH:19][C:18]([F:21])=[C:17]([Cl:22])[CH:16]=1.N[C@@H]1CCCC[C@H]1N.C(=O)([O-])[O-].[K+].[K+], predict the reaction product. The product is: [Cl:22][C:17]1[CH:16]=[C:15]([N:10]2[CH2:11][CH2:12][N:8]([C:3]3[CH:4]=[N:5][CH:6]=[CH:7][C:2]=3[CH3:1])[C:9]2=[O:13])[CH:20]=[CH:19][C:18]=1[F:21]. (4) The product is: [CH3:19][O:20][C:21]1[CH:22]=[C:23]([CH:27]=[CH:28][CH:29]=1)[CH2:24][CH2:25][NH:26][C:10](=[O:12])/[CH:9]=[C:8](/[C:2]1[CH:3]=[CH:4][CH:5]=[CH:6][CH:7]=1)\[C:13]1[CH:14]=[N:15][CH:16]=[CH:17][CH:18]=1. Given the reactants Cl.[C:2]1(/[C:8](/[C:13]2[CH:14]=[N:15][CH:16]=[CH:17][CH:18]=2)=[CH:9]/[C:10]([OH:12])=O)[CH:7]=[CH:6][CH:5]=[CH:4][CH:3]=1.[CH3:19][O:20][C:21]1[CH:22]=[C:23]([CH:27]=[CH:28][CH:29]=1)[CH2:24][CH2:25][NH2:26], predict the reaction product. (5) Given the reactants Br[Zn][CH2:3][CH2:4][CH2:5][C:6]([O:8][CH2:9][CH3:10])=[O:7].Br[C:12]1[CH:13]=[CH:14][C:15]([C:23]2[N:27]=[C:26]([C:28]3[CH:33]=[CH:32][C:31]([O:34][CH:35]([CH3:37])[CH3:36])=[C:30]([Cl:38])[CH:29]=3)[O:25][N:24]=2)=[C:16]2[C:20]=1[N:19]([CH2:21][CH3:22])[CH:18]=[CH:17]2.C([O-])([O-])=O.[Cs+].[Cs+], predict the reaction product. The product is: [Cl:38][C:30]1[CH:29]=[C:28]([C:26]2[O:25][N:24]=[C:23]([C:15]3[CH:14]=[CH:13][C:12]([CH2:3][CH2:4][CH2:5][C:6]([O:8][CH2:9][CH3:10])=[O:7])=[C:20]4[C:16]=3[CH:17]=[CH:18][N:19]4[CH2:21][CH3:22])[N:27]=2)[CH:33]=[CH:32][C:31]=1[O:34][CH:35]([CH3:37])[CH3:36]. (6) Given the reactants Br[C:2]1[CH:3]=[CH:4][C:5]([N+:8]([O-:10])=[O:9])=[N:6][CH:7]=1.[CH3:11][N:12]1[CH2:17][CH2:16][NH:15][CH2:14][CH2:13]1.C([O-])([O-])=O.[K+].[K+].[N+](CCCC)(CCCC)(CCCC)CCCC, predict the reaction product. The product is: [CH3:11][N:12]1[CH2:17][CH2:16][N:15]([C:2]2[CH:7]=[N:6][C:5]([N+:8]([O-:10])=[O:9])=[CH:4][CH:3]=2)[CH2:14][CH2:13]1. (7) Given the reactants [O:1]([C:8]1[CH:13]=[CH:12][CH:11]=[CH:10][C:9]=1[CH2:14][CH2:15][C:16]([OH:18])=O)[C:2]1[CH:7]=[CH:6][CH:5]=[CH:4][CH:3]=1.[CH:19]([NH:22][NH:23][C:24](=[O:31])[C:25]1[CH:30]=[CH:29][CH:28]=[CH:27][CH:26]=1)([CH3:21])[CH3:20].C(N(C(C)C)CC)(C)C.C1CN([P+](Br)(N2CCCC2)N2CCCC2)CC1.F[P-](F)(F)(F)(F)F, predict the reaction product. The product is: [CH:19]([N:22]([C:16](=[O:18])[CH2:15][CH2:14][C:9]1[CH:10]=[CH:11][CH:12]=[CH:13][C:8]=1[O:1][C:2]1[CH:3]=[CH:4][CH:5]=[CH:6][CH:7]=1)[NH:23][C:24](=[O:31])[C:25]1[CH:26]=[CH:27][CH:28]=[CH:29][CH:30]=1)([CH3:21])[CH3:20].